The task is: Predict which catalyst facilitates the given reaction.. This data is from Catalyst prediction with 721,799 reactions and 888 catalyst types from USPTO. (1) Reactant: [NH2:1][C:2]1[CH:3]=[CH:4][CH:5]=[C:6]2[C:11]=1[CH2:10][C@H:9]([OH:12])[CH2:8][CH2:7]2.N1C=CC=CC=1.Cl[C:20]([O:22][C:23]1[CH:28]=[CH:27][CH:26]=[CH:25][CH:24]=1)=[O:21].C(OC(=O)C)C. Product: [C:23]1([O:22][C:20](=[O:21])[NH:1][C:2]2[C:11]3[CH2:10][C@H:9]([OH:12])[CH2:8][CH2:7][C:6]=3[CH:5]=[CH:4][CH:3]=2)[CH:28]=[CH:27][CH:26]=[CH:25][CH:24]=1. The catalyst class is: 1. (2) Reactant: [C:1]([O:5][C:6](=[O:15])[NH:7][C:8]1[C:9]([Cl:14])=[N:10][CH:11]=[CH:12][CH:13]=1)([CH3:4])([CH3:3])[CH3:2].[CH2:16](Br)[CH:17]=[CH2:18].C(=O)([O-])[O-].[Cs+].[Cs+]. Product: [C:1]([O:5][C:6](=[O:15])[N:7]([CH2:18][CH:17]=[CH2:16])[C:8]1[C:9]([Cl:14])=[N:10][CH:11]=[CH:12][CH:13]=1)([CH3:4])([CH3:2])[CH3:3]. The catalyst class is: 3. (3) Reactant: [F:1][C:2]([F:25])([F:24])[C:3]1[CH:4]=[CH:5][C:6]([O:9][CH:10]2[CH2:15][CH:14]3[N:16](C(OC(C)(C)C)=O)[CH:11]2[CH2:12][CH2:13]3)=[N:7][CH:8]=1.C(O)(C(F)(F)F)=O. Product: [F:25][C:2]([F:1])([F:24])[C:3]1[CH:4]=[CH:5][C:6]([O:9][CH:10]2[CH2:15][CH:14]3[NH:16][CH:11]2[CH2:12][CH2:13]3)=[N:7][CH:8]=1. The catalyst class is: 2. (4) Reactant: [CH:1]([C:3]1[N:4]=[CH:5][C:6]([NH:9][C:10]2[CH:15]=[CH:14][C:13]([S:16]([N:19]3[CH2:24][CH2:23][N:22]([C:25]([O:27][C:28]([CH3:31])([CH3:30])[CH3:29])=[O:26])[CH2:21][CH2:20]3)(=[O:18])=[O:17])=[CH:12][CH:11]=2)=[N:7][CH:8]=1)=[CH2:2].I[C:33]1[CH:34]=[C:35]([OH:39])[CH:36]=[CH:37][CH:38]=1.C1(C)C=CC(P(C2C=CC(C)=CC=2)C2C=CC(C)=CC=2)=CC=1.CCN(C(C)C)C(C)C. Product: [OH:39][C:35]1[CH:34]=[C:33]([CH:38]=[CH:37][CH:36]=1)/[CH:2]=[CH:1]/[C:3]1[N:4]=[CH:5][C:6]([NH:9][C:10]2[CH:15]=[CH:14][C:13]([S:16]([N:19]3[CH2:20][CH2:21][N:22]([C:25]([O:27][C:28]([CH3:31])([CH3:30])[CH3:29])=[O:26])[CH2:23][CH2:24]3)(=[O:18])=[O:17])=[CH:12][CH:11]=2)=[N:7][CH:8]=1. The catalyst class is: 416. (5) Reactant: [Br:1][C:2]1[CH:3]=[N:4][CH:5]=[C:6]2[C:11]=1[N:10]=[C:9]([C:12]([OH:14])=O)[CH:8]=[CH:7]2.CN(C(ON1N=NC2[CH:26]=[CH:27][CH:28]=[N:29][C:24]1=2)=[N+](C)C)C.F[P-](F)(F)(F)(F)F.CCN(C(C)C)C(C)C.N1CCCC1. Product: [Br:1][C:2]1[CH:3]=[N:4][CH:5]=[C:6]2[C:11]=1[N:10]=[C:9]([C:12]([N:29]1[CH2:28][CH2:27][CH2:26][CH2:24]1)=[O:14])[CH:8]=[CH:7]2. The catalyst class is: 3. (6) Reactant: [CH2:1]([O:3][C:4]([C@@H:6]1[CH2:15][C@@H:14]2[C@@H:9]([CH2:10][CH2:11][C@H:12]([CH2:16][N:17]3[C:21]([C:22]([O:24][CH2:25][CH3:26])=[O:23])=[C:20]([C:27]([O:29][CH2:30][CH3:31])=[O:28])[N:19]=[CH:18]3)[CH2:13]2)[CH2:8][N:7]1C(OC)=O)=[O:5])[CH3:2].I[Si](C)(C)C.ClCCl. Product: [CH2:1]([O:3][C:4]([C@@H:6]1[CH2:15][C@@H:14]2[C@@H:9]([CH2:10][CH2:11][C@H:12]([CH2:16][N:17]3[C:21]([C:22]([O:24][CH2:25][CH3:26])=[O:23])=[C:20]([C:27]([O:29][CH2:30][CH3:31])=[O:28])[N:19]=[CH:18]3)[CH2:13]2)[CH2:8][NH:7]1)=[O:5])[CH3:2]. The catalyst class is: 175.